This data is from Full USPTO retrosynthesis dataset with 1.9M reactions from patents (1976-2016). The task is: Predict the reactants needed to synthesize the given product. (1) The reactants are: FC(F)(F)C(O)=O.[NH2:8][CH2:9][C:10]#[C:11][C:12]1[CH:13]=[C:14]([C:32]([OH:41])([C:37]([F:40])([F:39])[F:38])[C:33]([F:36])([F:35])[F:34])[CH:15]=[CH:16][C:17]=1[N:18]1[CH2:23][CH2:22][N:21]([S:24]([C:27]2[S:28][CH:29]=[CH:30][CH:31]=2)(=[O:26])=[O:25])[CH2:20][CH2:19]1.C(N(C(C)C)CC)(C)C.[CH3:51][S:52](Cl)(=[O:54])=[O:53]. Given the product [S:28]1[CH:29]=[CH:30][CH:31]=[C:27]1[S:24]([N:21]1[CH2:22][CH2:23][N:18]([C:17]2[CH:16]=[CH:15][C:14]([C:32]([OH:41])([C:37]([F:39])([F:40])[F:38])[C:33]([F:34])([F:35])[F:36])=[CH:13][C:12]=2[C:11]#[C:10][CH2:9][NH:8][S:52]([CH3:51])(=[O:54])=[O:53])[CH2:19][CH2:20]1)(=[O:26])=[O:25], predict the reactants needed to synthesize it. (2) Given the product [CH2:1]([O:3][C:4]([C:6]1[C:7]([C:24]2[CH:25]=[CH:26][C:27]([F:30])=[CH:28][CH:29]=2)=[C:8]2[N:13]([CH:14]=1)[CH:12]=[C:11]([CH2:15][OH:16])[CH:10]=[CH:9]2)=[O:5])[CH3:2], predict the reactants needed to synthesize it. The reactants are: [CH2:1]([O:3][C:4]([C:6]1[C:7]([C:24]2[CH:29]=[CH:28][C:27]([F:30])=[CH:26][CH:25]=2)=[C:8]2[N:13]([CH:14]=1)[CH:12]=[C:11]([C:15](C)(C)[O:16][SiH2]C(C)(C)C)[CH:10]=[CH:9]2)=[O:5])[CH3:2].[F-].C([N+](CCCC)(CCCC)CCCC)CCC.O.